This data is from Forward reaction prediction with 1.9M reactions from USPTO patents (1976-2016). The task is: Predict the product of the given reaction. (1) Given the reactants [Cl:1][C:2]1[CH:7]=[CH:6][C:5]([C:8]2[CH:9]=[C:10]([NH2:20])[CH:11]=[N:12][C:13]=2[O:14][CH2:15][C:16]([F:19])([F:18])[F:17])=[CH:4][CH:3]=1.[O:21]1[CH:25]=[CH:24][CH:23]=[C:22]1[C:26](O)=[O:27], predict the reaction product. The product is: [Cl:1][C:2]1[CH:3]=[CH:4][C:5]([C:8]2[CH:9]=[C:10]([NH:20][C:26]([C:22]3[O:21][CH:25]=[CH:24][CH:23]=3)=[O:27])[CH:11]=[N:12][C:13]=2[O:14][CH2:15][C:16]([F:17])([F:18])[F:19])=[CH:6][CH:7]=1. (2) The product is: [NH2:28][C:26]1[C:25]([CH3:32])=[CH:24][C:23]2[C:19]([CH2:18][CH2:17][C:5]3[S:6][C:7]4[CH:12]=[C:11]([C:13]([F:16])([F:15])[F:14])[CH:10]=[CH:9][C:8]=4[C:4]=3[CH:1]([CH3:3])[CH3:2])=[N:20][O:21][C:22]=2[CH:27]=1. Given the reactants [CH:1]([C:4]1[C:8]2[CH:9]=[CH:10][C:11]([C:13]([F:16])([F:15])[F:14])=[CH:12][C:7]=2[S:6][C:5]=1[CH2:17][CH2:18][C:19]1[C:23]2[CH:24]=[C:25]([CH3:32])[C:26]([NH:28]C(=O)C)=[CH:27][C:22]=2[O:21][N:20]=1)([CH3:3])[CH3:2], predict the reaction product. (3) Given the reactants [CH2:1]([S:3][C:4]1[CH:9]=[CH:8][C:7]([C@@H:10]([NH:13][S@@:14]([C:16]([CH3:19])([CH3:18])[CH3:17])=[O:15])[CH2:11][OH:12])=[CH:6][CH:5]=1)[CH3:2].Br[CH2:21][C:22]([O:24][CH2:25][CH3:26])=[O:23].[H-].[Na+], predict the reaction product. The product is: [CH3:19][C:16]([CH3:18])([S@:14]([NH:13][C@H:10]([C:7]1[CH:6]=[CH:5][C:4]([S:3][CH2:1][CH3:2])=[CH:9][CH:8]=1)[CH2:11][O:12][CH2:21][C:22]([O:24][CH2:25][CH3:26])=[O:23])=[O:15])[CH3:17]. (4) Given the reactants Cl[CH2:2][C:3]([C:5]1[CH:6]=[CH:7][C:8]2[O:13][CH2:12][C:11](=[O:14])[NH:10][C:9]=2[CH:15]=1)=O.[Br-].[I:17][C:18]1[CH:43]=[CH:42][C:21]([CH2:22][P+](C2C=CC=CC=2)(C2C=CC=CC=2)C2C=CC=CC=2)=[C:20]([SH:44])[CH:19]=1, predict the reaction product. The product is: [I:17][C:18]1[CH:19]=[C:20]2[C:21]([CH:22]=[C:3]([C:5]3[CH:6]=[CH:7][C:8]4[O:13][CH2:12][C:11](=[O:14])[NH:10][C:9]=4[CH:15]=3)[CH2:2][S:44]2)=[CH:42][CH:43]=1.